Dataset: NCI-60 drug combinations with 297,098 pairs across 59 cell lines. Task: Regression. Given two drug SMILES strings and cell line genomic features, predict the synergy score measuring deviation from expected non-interaction effect. (1) Drug 1: CC(C)NC(=O)C1=CC=C(C=C1)CNNC.Cl. Drug 2: C(CN)CNCCSP(=O)(O)O. Cell line: OVCAR-4. Synergy scores: CSS=3.35, Synergy_ZIP=-3.47, Synergy_Bliss=-3.72, Synergy_Loewe=-1.40, Synergy_HSA=-1.24. (2) Drug 1: CN(CCCl)CCCl.Cl. Drug 2: CN(C(=O)NC(C=O)C(C(C(CO)O)O)O)N=O. Cell line: OVCAR-8. Synergy scores: CSS=0.246, Synergy_ZIP=-0.934, Synergy_Bliss=-2.27, Synergy_Loewe=-5.09, Synergy_HSA=-3.01. (3) Drug 1: C1=CC(=CC=C1C#N)C(C2=CC=C(C=C2)C#N)N3C=NC=N3. Drug 2: C1=NNC2=C1C(=O)NC=N2. Cell line: M14. Synergy scores: CSS=-0.178, Synergy_ZIP=-0.379, Synergy_Bliss=-1.79, Synergy_Loewe=-2.79, Synergy_HSA=-2.61. (4) Drug 1: CC1=C(C(=CC=C1)Cl)NC(=O)C2=CN=C(S2)NC3=CC(=NC(=N3)C)N4CCN(CC4)CCO. Drug 2: C1CN(P(=O)(OC1)NCCCl)CCCl. Cell line: A498. Synergy scores: CSS=4.23, Synergy_ZIP=-2.08, Synergy_Bliss=0.979, Synergy_Loewe=-3.01, Synergy_HSA=0.423. (5) Drug 1: C1=CN(C(=O)N=C1N)C2C(C(C(O2)CO)O)O.Cl. Drug 2: CC1=C(C(CCC1)(C)C)C=CC(=CC=CC(=CC(=O)O)C)C. Cell line: A549. Synergy scores: CSS=46.7, Synergy_ZIP=-5.87, Synergy_Bliss=-3.22, Synergy_Loewe=0.206, Synergy_HSA=0.808. (6) Drug 1: CS(=O)(=O)C1=CC(=C(C=C1)C(=O)NC2=CC(=C(C=C2)Cl)C3=CC=CC=N3)Cl. Drug 2: C1=NC2=C(N=C(N=C2N1C3C(C(C(O3)CO)O)O)F)N. Cell line: HL-60(TB). Synergy scores: CSS=-18.7, Synergy_ZIP=-14.0, Synergy_Bliss=-43.5, Synergy_Loewe=-60.6, Synergy_HSA=-47.7. (7) Drug 1: C1=C(C(=O)NC(=O)N1)N(CCCl)CCCl. Drug 2: CCC1(C2=C(COC1=O)C(=O)N3CC4=CC5=C(C=CC(=C5CN(C)C)O)N=C4C3=C2)O.Cl. Cell line: SNB-75. Synergy scores: CSS=31.2, Synergy_ZIP=2.88, Synergy_Bliss=7.22, Synergy_Loewe=1.79, Synergy_HSA=7.76.